From a dataset of Reaction yield outcomes from USPTO patents with 853,638 reactions. Predict the reaction yield, written as a fraction of the theoretical maximum amount of product (1.0 means a 100% yield; for example, 0.34 means a 34% yield). (1) The reactants are [OH:1][CH:2]1[C:14]2[CH:13]=[CH:12][CH:11]=[CH:10][C:9]=2[C:8]2[C:3]1=[CH:4][CH:5]=[CH:6][CH:7]=2.C(N(CC)CC)C.[C:22](Cl)(=[O:25])[CH:23]=[CH2:24]. The catalyst is C1C=CC=CC=1. The product is [CH:13]1[C:14]2[CH:2]([O:1][C:22](=[O:25])[CH:23]=[CH2:24])[C:3]3[C:8](=[CH:7][CH:6]=[CH:5][CH:4]=3)[C:9]=2[CH:10]=[CH:11][CH:12]=1. The yield is 0.730. (2) The reactants are Cl[C:2]1[N:7]=[CH:6][C:5]([O:8][C:9]2[CH:10]=[C:11]([N:15]([CH3:17])[CH3:16])[CH:12]=[CH:13][CH:14]=2)=[CH:4][CH:3]=1.[F:18][C:19]1[CH:20]=[C:21]([CH:23]=[CH:24][C:25]=1[F:26])[NH2:22].C1(P(C2C=CC=CC=2)C2C3OC4C(=CC=CC=4P(C4C=CC=CC=4)C4C=CC=CC=4)C(C)(C)C=3C=CC=2)C=CC=CC=1.C(=O)([O-])[O-].[Cs+].[Cs+]. The catalyst is O1CCOCC1.C(OCC)(=O)C. The product is [F:18][C:19]1[CH:20]=[C:21]([NH:22][C:2]2[CH:3]=[CH:4][C:5]([O:8][C:9]3[CH:14]=[CH:13][CH:12]=[C:11]([N:15]([CH3:17])[CH3:16])[CH:10]=3)=[CH:6][N:7]=2)[CH:23]=[CH:24][C:25]=1[F:26]. The yield is 0.400. (3) The reactants are Br[C:2]1[CH:38]=[CH:37][C:5]([CH2:6][N:7]2[C:11]3[CH:12]=[CH:13][C:14]([O:16][CH2:17][C:18]4[CH:27]=[CH:26][C:25]5[C:20](=[CH:21][CH:22]=[CH:23][CH:24]=5)[N:19]=4)=[CH:15][C:10]=3[N:9]=[C:8]2[CH2:28][C:29]([CH3:36])([CH3:35])[C:30]([O:32]CC)=[O:31])=[CH:4][CH:3]=1.[NH:39]1[CH2:42][CH2:41][CH2:40]1.CC(P(C(C)(C)C)C1C(C2C=CC=CC=2)=CC=CC=1)(C)C.CC([O-])(C)C.[K+]. The catalyst is C1C=CC(/C=C/C(/C=C/C2C=CC=CC=2)=O)=CC=1.C1C=CC(/C=C/C(/C=C/C2C=CC=CC=2)=O)=CC=1.C1C=CC(/C=C/C(/C=C/C2C=CC=CC=2)=O)=CC=1.[Pd].[Pd]. The product is [N:39]1([C:2]2[CH:3]=[CH:4][C:5]([CH2:6][N:7]3[C:11]4[CH:12]=[CH:13][C:14]([O:16][CH2:17][C:18]5[CH:27]=[CH:26][C:25]6[C:20](=[CH:21][CH:22]=[CH:23][CH:24]=6)[N:19]=5)=[CH:15][C:10]=4[N:9]=[C:8]3[CH2:28][C:29]([CH3:36])([CH3:35])[C:30]([OH:32])=[O:31])=[CH:37][CH:38]=2)[CH2:42][CH2:41][CH2:40]1. The yield is 0.300. (4) The reactants are [Br:1][C:2]1[C:3]([N:10]([CH2:17][CH:18]([OH:21])[CH2:19][OH:20])[C:11](=[O:16])[C:12]([CH3:15])([CH3:14])[CH3:13])=[N:4][C:5]([O:8][CH3:9])=[CH:6][CH:7]=1.N1C=CC=CC=1.Cl[C:29](Cl)([O:31]C(=O)OC(Cl)(Cl)Cl)Cl.C(=O)(O)[O-].[Na+]. The catalyst is C(Cl)Cl. The product is [Br:1][C:2]1[C:3]([N:10]([CH2:17][CH:18]2[CH2:19][O:20][C:29](=[O:31])[O:21]2)[C:11](=[O:16])[C:12]([CH3:15])([CH3:14])[CH3:13])=[N:4][C:5]([O:8][CH3:9])=[CH:6][CH:7]=1. The yield is 0.700. (5) The reactants are [CH3:1][O:2][C:3]1[CH:4]=[C:5]2[C:9](=[CH:10][CH:11]=1)[NH:8][CH:7]=[C:6]2CC(O)=O.[OH-].[K+].[CH3:18]I.[C:20]([O:23][CH2:24]C)(=[O:22])[CH3:21]. The catalyst is CC(C)=O. The product is [CH3:1][O:2][C:3]1[CH:4]=[C:5]2[C:9](=[CH:10][CH:11]=1)[N:8]([CH3:18])[CH:7]=[C:6]2[CH2:21][C:20]([O:23][CH3:24])=[O:22]. The yield is 0.950. (6) The reactants are [CH2:1]([O:8][C:9]1[C:10]([CH3:27])=[C:11]([CH:15](OC)[C:16]2[C:24]3[C:19](=[N:20][CH:21]=[CH:22][CH:23]=3)[NH:18][CH:17]=2)[CH:12]=[CH:13][CH:14]=1)[C:2]1[CH:7]=[CH:6][CH:5]=[CH:4][CH:3]=1.FC(F)(F)C(O)=O.C([SiH](CC)CC)C. The catalyst is C(#N)C. The product is [CH2:1]([O:8][C:9]1[C:10]([CH3:27])=[C:11]([CH:12]=[CH:13][CH:14]=1)[CH2:15][C:16]1[C:24]2[C:19](=[N:20][CH:21]=[CH:22][CH:23]=2)[NH:18][CH:17]=1)[C:2]1[CH:3]=[CH:4][CH:5]=[CH:6][CH:7]=1. The yield is 0.750. (7) The reactants are I[C:2]1[CH:3]=[N:4][N:5]2[C:10]([C:11]([F:14])([F:13])[F:12])=[CH:9][C:8]([C:15]3[CH:20]=[CH:19][CH:18]=[C:17]([C:21]([F:24])([F:23])[F:22])[CH:16]=3)=[N:7][C:6]=12.[CH3:25][Si:26]([C:29]#[CH:30])([CH3:28])[CH3:27].C(N(CC)CC)C. The catalyst is CN(C)C=O. The product is [F:12][C:11]([F:14])([F:13])[C:10]1[N:5]2[N:4]=[CH:3][C:2]([C:30]#[C:29][Si:26]([CH3:28])([CH3:27])[CH3:25])=[C:6]2[N:7]=[C:8]([C:15]2[CH:20]=[CH:19][CH:18]=[C:17]([C:21]([F:24])([F:23])[F:22])[CH:16]=2)[CH:9]=1. The yield is 1.02. (8) The reactants are C[O-].[Na+].Br[C:5]1[C:9]([CH2:10][CH2:11][CH2:12][CH2:13][CH2:14][CH3:15])=[CH:8][S:7][CH:6]=1.CN1CCC[C:18]1=[O:22].C1(C)C=CC=CC=1. The catalyst is [Cu](Br)Br.O. The product is [CH2:10]([C:9]1[C:5]([O:22][CH3:18])=[CH:6][S:7][CH:8]=1)[CH2:11][CH2:12][CH2:13][CH2:14][CH3:15]. The yield is 0.870. (9) The yield is 0.340. The catalyst is CN(C=O)C.CCOC(C)=O. The reactants are [CH3:1][N:2]([CH3:25])[CH2:3][CH2:4]/[CH:5]=[CH:6]\[C:7]1[S:15][C:14]2[C:9](=[N:10][CH:11]=[CH:12][C:13]=2[O:16][C:17]2[CH:23]=[CH:22][C:20]([NH2:21])=[CH:19][C:18]=2[F:24])[CH:8]=1.[CH3:26][N:27]([C:34]1[CH:39]=[CH:38][CH:37]=[CH:36][CH:35]=1)[C:28](=[O:33])[CH2:29][C:30](O)=[O:31].C(Cl)CCl. The product is [CH3:25][N:2]([CH3:1])[CH2:3][CH2:4]/[CH:5]=[CH:6]\[C:7]1[S:15][C:14]2[C:9](=[N:10][CH:11]=[CH:12][C:13]=2[O:16][C:17]2[CH:23]=[CH:22][C:20]([NH:21][C:30](=[O:31])[CH2:29][C:28]([N:27]([CH3:26])[C:34]3[CH:35]=[CH:36][CH:37]=[CH:38][CH:39]=3)=[O:33])=[CH:19][C:18]=2[F:24])[CH:8]=1. (10) The reactants are [NH2:1][C:2]1[CH:6]=[CH:5][O:4][C:3]=1[C:7]([O:9][CH3:10])=[O:8].S(Cl)([N:14]=[C:15]=[O:16])(=O)=O.C(O)(=O)C.C([O-])(O)=O.[Na+]. The catalyst is ClCCl.O. The product is [NH:1]([C:2]1[CH:6]=[CH:5][O:4][C:3]=1[C:7]([O:9][CH3:10])=[O:8])[C:15]([NH2:14])=[O:16]. The yield is 0.630.